Dataset: Forward reaction prediction with 1.9M reactions from USPTO patents (1976-2016). Task: Predict the product of the given reaction. Given the reactants Cl.[CH3:2][NH:3][CH2:4][CH2:5][CH2:6][CH2:7][C:8]([O:10][CH3:11])=[O:9].[C:12]1([C:33]2[CH:38]=[CH:37][CH:36]=[CH:35][CH:34]=2)[CH:17]=[CH:16][CH:15]=[CH:14][C:13]=1[NH:18][C:19]([O:21][CH:22]1[CH2:27][CH2:26][N:25]([CH2:28][CH2:29][C:30](O)=[O:31])[CH2:24][CH2:23]1)=[O:20].ON1C2N=CC=CC=2N=N1.N1C(C)=CC=CC=1C.CCN=C=NCCCN(C)C.Cl.C(=O)(O)[O-].[Na+], predict the reaction product. The product is: [CH3:11][O:10][C:8](=[O:9])[CH2:7][CH2:6][CH2:5][CH2:4][NH:3][CH2:2][C:30](=[O:31])[CH2:29][CH2:28][N:25]1[CH2:26][CH2:27][CH:22]([O:21][C:19](=[O:20])[NH:18][C:13]2[CH:14]=[CH:15][CH:16]=[CH:17][C:12]=2[C:33]2[CH:34]=[CH:35][CH:36]=[CH:37][CH:38]=2)[CH2:23][CH2:24]1.